From a dataset of Full USPTO retrosynthesis dataset with 1.9M reactions from patents (1976-2016). Predict the reactants needed to synthesize the given product. (1) Given the product [C:1]([C:5]1[CH:9]=[C:8]([NH:10][C:11]([NH:13][C:14]2[C:23]3[C:18](=[CH:19][CH:20]=[CH:21][CH:22]=3)[C:17]([O:24][C:25]3[CH:30]=[CH:29][N:28]=[C:27]([NH:43][C:42]4[CH:44]=[C:45]([O:47][CH2:48][CH2:49][O:50][CH2:51][CH2:52][O:53][CH2:54][CH2:55][O:56][CH3:57])[CH:46]=[C:40]([Cl:39])[CH:41]=4)[N:26]=3)=[CH:16][CH:15]=2)=[O:12])[N:7]([C:32]2[CH:33]=[CH:34][C:35]([CH3:38])=[CH:36][CH:37]=2)[N:6]=1)([CH3:2])([CH3:3])[CH3:4], predict the reactants needed to synthesize it. The reactants are: [C:1]([C:5]1[CH:9]=[C:8]([NH:10][C:11]([NH:13][C:14]2[C:23]3[C:18](=[CH:19][CH:20]=[CH:21][CH:22]=3)[C:17]([O:24][C:25]3[CH:30]=[CH:29][N:28]=[C:27](Cl)[N:26]=3)=[CH:16][CH:15]=2)=[O:12])[N:7]([C:32]2[CH:37]=[CH:36][C:35]([CH3:38])=[CH:34][CH:33]=2)[N:6]=1)([CH3:4])([CH3:3])[CH3:2].[Cl:39][C:40]1[CH:41]=[C:42]([CH:44]=[C:45]([O:47][CH2:48][CH2:49][O:50][CH2:51][CH2:52][O:53][CH2:54][CH2:55][O:56][CH3:57])[CH:46]=1)[NH2:43]. (2) Given the product [C:37]([CH2:36][N:19]1[CH2:20][CH2:21][CH:16]([C:14]([N:12]2[CH2:13][CH:9]([C:4]3[CH:5]=[CH:6][C:7]([Cl:8])=[C:2]([Cl:1])[CH:3]=3)[CH:10]([CH:22]([O:24][C:25]3[CH:32]=[CH:31][C:28]([C:29]#[N:30])=[CH:27][N:26]=3)[CH3:23])[CH2:11]2)=[O:15])[CH2:17][CH2:18]1)#[N:38], predict the reactants needed to synthesize it. The reactants are: [Cl:1][C:2]1[CH:3]=[C:4]([CH:9]2[CH2:13][N:12]([C:14]([CH:16]3[CH2:21][CH2:20][NH:19][CH2:18][CH2:17]3)=[O:15])[CH2:11][CH:10]2[CH:22]([O:24][C:25]2[CH:32]=[CH:31][C:28]([C:29]#[N:30])=[CH:27][N:26]=2)[CH3:23])[CH:5]=[CH:6][C:7]=1[Cl:8].[H-].[Na+].I[CH2:36][C:37]#[N:38]. (3) Given the product [CH:1]1([N:5]2[CH2:11][CH2:10][C:9]3[S:12][C:13]([C:15]4[N:16]=[CH:17][C:18]([C:21]([NH:29][CH3:28])=[O:23])=[N:19][CH:20]=4)=[N:14][C:8]=3[CH2:7][CH2:6]2)[CH2:4][CH2:3][CH2:2]1, predict the reactants needed to synthesize it. The reactants are: [CH:1]1([N:5]2[CH2:11][CH2:10][C:9]3[S:12][C:13]([C:15]4[N:16]=[CH:17][C:18]([C:21]([O:23]C)=O)=[N:19][CH:20]=4)=[N:14][C:8]=3[CH2:7][CH2:6]2)[CH2:4][CH2:3][CH2:2]1.[Cl-].[Mg+2].[Cl-].[CH3:28][NH2:29]. (4) Given the product [CH2:1]([NH:5][C:6]1[CH:11]=[CH:10][N:9]2[N:12]=[CH:13][C:14]([CH:15]=[C:23]3[NH:17][C:18](=[O:19])[NH:20][C:21]3=[O:22])=[C:8]2[N:7]=1)[CH:2]([CH3:3])[CH3:4], predict the reactants needed to synthesize it. The reactants are: [CH2:1]([NH:5][C:6]1[CH:11]=[CH:10][N:9]2[N:12]=[CH:13][C:14]([CH:15]=O)=[C:8]2[N:7]=1)[CH:2]([CH3:4])[CH3:3].[NH:17]1[CH2:23][C:21](=[O:22])[NH:20][C:18]1=[O:19].N1CCCCC1. (5) The reactants are: [Cl:1][C:2]1[CH:10]=[C:9]2[C:5]([C:6]([C:11]([N:13]3[CH2:18][CH2:17][C:16]4([C:22]5[CH:23]=[CH:24][CH:25]=[CH:26][C:21]=5[C:20](=[O:27])[O:19]4)[CH2:15][CH2:14]3)=[O:12])=[CH:7][NH:8]2)=[CH:4][CH:3]=1.Cl[CH2:29][C:30]([C:32]1[CH:37]=[CH:36][CH:35]=[C:34]([F:38])[CH:33]=1)=[O:31]. Given the product [Cl:1][C:2]1[CH:10]=[C:9]2[C:5]([C:6]([C:11]([N:13]3[CH2:18][CH2:17][C:16]4([C:22]5[CH:23]=[CH:24][CH:25]=[CH:26][C:21]=5[C:20](=[O:27])[O:19]4)[CH2:15][CH2:14]3)=[O:12])=[CH:7][N:8]2[CH2:29][C:30]([C:32]2[CH:37]=[CH:36][CH:35]=[C:34]([F:38])[CH:33]=2)=[O:31])=[CH:4][CH:3]=1, predict the reactants needed to synthesize it. (6) Given the product [Cl:16][C:2]1[C:9]2[CH:8]=[C:7]([C:10]([O:12][CH2:13][CH3:14])=[O:11])[NH:6][C:5]=2[S:4][CH:3]=1, predict the reactants needed to synthesize it. The reactants are: Br[C:2]1[C:9]2[CH:8]=[C:7]([C:10]([O:12][CH2:13][CH3:14])=[O:11])[NH:6][C:5]=2[S:4][CH:3]=1.[NH4+].[Cl-:16]. (7) Given the product [CH3:30][N:26]1[CH:27]=[CH:28][N:29]=[C:25]1[CH:12]1[C:13]2=[N:14][NH:15][C:16](=[O:24])[C:17]3[CH:18]=[CH:19][CH:20]=[C:21]([C:22]=32)[NH:23][CH:11]1[C:8]1[CH:9]=[CH:10][C:5]([CH:4]=[O:3])=[CH:6][CH:7]=1, predict the reactants needed to synthesize it. The reactants are: C([O:3][CH:4](OCC)[C:5]1[CH:10]=[CH:9][C:8]([CH:11]2[NH:23][C:21]3[C:22]4[C:13](=[N:14][NH:15][C:16](=[O:24])[C:17]=4[CH:18]=[CH:19][CH:20]=3)[CH:12]2[C:25]2[N:26]([CH3:30])[CH:27]=[CH:28][N:29]=2)=[CH:7][CH:6]=1)C.Cl.C([O-])([O-])=O.[K+].[K+].